From a dataset of Reaction yield outcomes from USPTO patents with 853,638 reactions. Predict the reaction yield, written as a fraction of the theoretical maximum amount of product (1.0 means a 100% yield; for example, 0.34 means a 34% yield). (1) The product is [O:1]1[C:5]2[CH:6]=[CH:7][CH:8]=[CH:9][C:4]=2[C:3]([NH:10][C:18]2[CH:19]=[N:20][CH:21]=[CH:12][C:13]=2[C:14]([OH:16])=[O:15])=[N:2]1. The yield is 0.0200. No catalyst specified. The reactants are [O:1]1[C:5]2[CH:6]=[CH:7][CH:8]=[CH:9][C:4]=2[C:3]([NH2:10])=[N:2]1.N[C:12]1[CH:21]=[N:20][CH:19]=[CH:18][C:13]=1[C:14]([O:16]C)=[O:15]. (2) The reactants are C[Si]([N-][Si](C)(C)C)(C)C.[Na+].[Br-].[CH2:12]([O:14][C:15]([CH2:17][CH2:18][CH2:19][CH2:20][CH2:21][CH2:22][P+](C1C=CC=CC=1)(C1C=CC=CC=1)C1C=CC=CC=1)=[O:16])[CH3:13].[N:42]1[CH:47]=[CH:46][CH:45]=[CH:44][C:43]=1[C:48]([C:50]1[CH:55]=[CH:54][CH:53]=[CH:52][N:51]=1)=O.[NH4+].[Cl-]. The catalyst is C1COCC1.CCOC(C)=O. The product is [CH2:12]([O:14][C:15](=[O:16])[CH2:17][CH2:18][CH2:19][CH2:20][CH2:21][CH:22]=[C:48]([C:43]1[CH:44]=[CH:45][CH:46]=[CH:47][N:42]=1)[C:50]1[CH:55]=[CH:54][CH:53]=[CH:52][N:51]=1)[CH3:13]. The yield is 0.400. (3) The reactants are C([O:4][CH2:5][C:6]1[C:7]([N:28]2[N:37]=[CH:36][C:35]3[C:30](=[C:31]([F:42])[CH:32]=[C:33]([C:38]([CH3:41])([CH3:40])[CH3:39])[CH:34]=3)[C:29]2=[O:43])=[N:8][CH:9]=[CH:10][C:11]=1[C:12]1[CH:17]=[C:16]([NH:18][C:19]2[CH:23]=[C:22]([CH3:24])[N:21]([CH3:25])[N:20]=2)[C:15](=[O:26])[N:14]([CH3:27])[N:13]=1)(=O)C.O.[OH-].[Li+]. The catalyst is CC(O)C.O1CCCC1. The product is [C:38]([C:33]1[CH:34]=[C:35]2[C:30](=[C:31]([F:42])[CH:32]=1)[C:29](=[O:43])[N:28]([C:7]1[C:6]([CH2:5][OH:4])=[C:11]([C:12]3[CH:17]=[C:16]([NH:18][C:19]4[CH:23]=[C:22]([CH3:24])[N:21]([CH3:25])[N:20]=4)[C:15](=[O:26])[N:14]([CH3:27])[N:13]=3)[CH:10]=[CH:9][N:8]=1)[N:37]=[CH:36]2)([CH3:41])([CH3:39])[CH3:40]. The yield is 0.180. (4) The reactants are [H-].[Na+].[C:3]([C:5]1[C:10]([C:11]2[NH:15][CH:14]=[C:13]([CH2:16][N:17]([CH3:25])[C:18](=[O:24])[O:19][C:20]([CH3:23])([CH3:22])[CH3:21])[CH:12]=2)=[CH:9][CH:8]=[CH:7][N:6]=1)#[N:4].[CH3:26][O:27][C:28]1[N:33]=[CH:32][C:31]([S:34](Cl)(=[O:36])=[O:35])=[CH:30][CH:29]=1. The yield is 0.970. The catalyst is O1CCCC1.C1OCCOCCOCCOCCOC1. The product is [C:3]([C:5]1[C:10]([C:11]2[N:15]([S:34]([C:31]3[CH:32]=[N:33][C:28]([O:27][CH3:26])=[CH:29][CH:30]=3)(=[O:35])=[O:36])[CH:14]=[C:13]([CH2:16][N:17]([CH3:25])[C:18](=[O:24])[O:19][C:20]([CH3:21])([CH3:22])[CH3:23])[CH:12]=2)=[CH:9][CH:8]=[CH:7][N:6]=1)#[N:4]. (5) The yield is 0.820. The product is [N:26]([CH2:20][C:18]1[N:19]=[C:14]2[CH:13]=[CH:12][N:11]([S:1]([C:4]3[CH:10]=[CH:9][C:7]([CH3:8])=[CH:6][CH:5]=3)(=[O:3])=[O:2])[C:15]2=[N:16][CH:17]=1)=[N+:27]=[N-:28]. The catalyst is C(Cl)Cl. The reactants are [S:1]([N:11]1[C:15]2=[N:16][CH:17]=[C:18]([CH2:20]O)[N:19]=[C:14]2[CH:13]=[CH:12]1)([C:4]1[CH:10]=[CH:9][C:7]([CH3:8])=[CH:6][CH:5]=1)(=[O:3])=[O:2].O=S(Cl)Cl.[N-:26]=[N+:27]=[N-:28].[Na+].CCOC(C)=O. (6) The catalyst is CO.ClCCl. The yield is 0.555. The product is [C:31]([O:30][C:28]([NH:25][C:16]1([CH2:14][CH:11]2[CH2:12][CH2:13][N:9]([C@@H:7]([C:1]3[CH:6]=[CH:5][CH:4]=[CH:3][CH:2]=3)[CH3:8])[CH2:10]2)[CH2:18][CH2:17]1)=[O:29])([CH3:34])([CH3:33])[CH3:32]. The reactants are [C:1]1([C@H:7]([N:9]2[CH2:13][CH2:12][CH:11]([C:14]([CH:16]3[CH2:18][CH2:17]3)=O)[CH2:10]2)[CH3:8])[CH:6]=[CH:5][CH:4]=[CH:3][CH:2]=1.C([O-])(=O)C.[NH4+].C([BH3-])#[N:25].[Na+].[C:28](O[C:28]([O:30][C:31]([CH3:34])([CH3:33])[CH3:32])=[O:29])([O:30][C:31]([CH3:34])([CH3:33])[CH3:32])=[O:29]. (7) The reactants are [CH2:1]([O:8][C:9]1[CH:14]=[C:13]([O:15][CH2:16][C:17]2[CH:22]=[CH:21][CH:20]=[CH:19][CH:18]=2)[C:12]([CH:23]([CH3:25])[CH3:24])=[CH:11][C:10]=1[C:26]1[O:30][N:29]=[C:28]([C:31]([NH:33][CH2:34][CH3:35])=[O:32])[C:27]=1I)[C:2]1[CH:7]=[CH:6][CH:5]=[CH:4][CH:3]=1.C([Sn](CCCC)(CCCC)[C:42]1[O:46][N:45]=[C:44]([C:47]([O:49][CH2:50][CH3:51])=[O:48])[CH:43]=1)CCC. The catalyst is C1C=CC([P]([Pd]([P](C2C=CC=CC=2)(C2C=CC=CC=2)C2C=CC=CC=2)([P](C2C=CC=CC=2)(C2C=CC=CC=2)C2C=CC=CC=2)[P](C2C=CC=CC=2)(C2C=CC=CC=2)C2C=CC=CC=2)(C2C=CC=CC=2)C2C=CC=CC=2)=CC=1. The product is [CH2:1]([O:8][C:9]1[CH:14]=[C:13]([O:15][CH2:16][C:17]2[CH:22]=[CH:21][CH:20]=[CH:19][CH:18]=2)[C:12]([CH:23]([CH3:25])[CH3:24])=[CH:11][C:10]=1[C:26]1[O:30][N:29]=[C:28]([C:31](=[O:32])[NH:33][CH2:34][CH3:35])[C:27]=1[C:42]1[O:46][N:45]=[C:44]([C:47]([O:49][CH2:50][CH3:51])=[O:48])[CH:43]=1)[C:2]1[CH:7]=[CH:6][CH:5]=[CH:4][CH:3]=1. The yield is 0.780.